From a dataset of Full USPTO retrosynthesis dataset with 1.9M reactions from patents (1976-2016). Predict the reactants needed to synthesize the given product. The reactants are: [NH2:1][C:2]1[CH:3]=[CH:4][C:5]([S:53]([CH:56]2[CH2:58][CH2:57]2)(=[O:55])=[O:54])=[C:6]([CH2:8][N:9]([CH3:52])[C:10]([CH:12]([NH:26][C:27]2[CH:28]=[C:29]3[C:34](=[CH:35][CH:36]=2)[C:33]([N:37]([C:45]([O:47][C:48]([CH3:51])([CH3:50])[CH3:49])=[O:46])[C:38](=[O:44])[O:39][C:40]([CH3:43])([CH3:42])[CH3:41])=[N:32][CH:31]=[CH:30]3)[C:13]2[CH:18]=[CH:17][C:16]([C@H:19]([CH2:23][OH:24])[CH:20]([F:22])[F:21])=[C:15]([CH3:25])[CH:14]=2)=[O:11])[CH:7]=1.[C:59](Cl)(Cl)=[O:60]. Given the product [C:40]([O:39][C:38]([N:37]([C:33]1[C:34]2[C:29](=[CH:28][C:27]([NH:26][C@H:12]3[C:10](=[O:11])[N:9]([CH3:52])[CH2:8][C:6]4[CH:7]=[C:2]([CH:3]=[CH:4][C:5]=4[S:53]([CH:56]4[CH2:57][CH2:58]4)(=[O:54])=[O:55])[NH:1][C:59](=[O:60])[O:24][CH2:23][C@H:19]([CH:20]([F:21])[F:22])[C:16]4[CH:17]=[CH:18][C:13]3=[CH:14][C:15]=4[CH3:25])=[CH:36][CH:35]=2)[CH:30]=[CH:31][N:32]=1)[C:45](=[O:46])[O:47][C:48]([CH3:49])([CH3:50])[CH3:51])=[O:44])([CH3:43])([CH3:42])[CH3:41], predict the reactants needed to synthesize it.